From a dataset of Forward reaction prediction with 1.9M reactions from USPTO patents (1976-2016). Predict the product of the given reaction. (1) The product is: [F:13][C:14]1[C:22]([NH:23][S:24]([CH2:27][CH2:28][CH3:29])(=[O:25])=[O:26])=[CH:21][CH:20]=[C:19]([F:30])[C:15]=1[C:16]([NH:11][C:9]1[CH:8]=[N:7][C:6]2[N:5]([N:4]=[C:3]([O:2][CH3:1])[CH:12]=2)[CH:10]=1)=[O:17]. Given the reactants [CH3:1][O:2][C:3]1[CH:12]=[C:6]2[N:7]=[CH:8][C:9]([NH2:11])=[CH:10][N:5]2[N:4]=1.[F:13][C:14]1[C:22]([NH:23][S:24]([CH2:27][CH2:28][CH3:29])(=[O:26])=[O:25])=[CH:21][CH:20]=[C:19]([F:30])[C:15]=1[C:16](O)=[O:17].Cl.C(N=C=NCCCN(C)C)C.ON1C2C=CC=CC=2N=N1, predict the reaction product. (2) Given the reactants [N:1]1([C@@H:6]2[CH2:10][CH2:9][N:8]([C:11]3[CH:16]=[CH:15][C:14]([N:17]4[CH:26]=[CH:25][C:24]5[C:19](=[CH:20][CH:21]=[C:22](/[CH:27]=[CH:28]\[CH2:29][CH2:30][CH3:31])[CH:23]=5)[C:18]4=[O:32])=[CH:13][C:12]=3[F:33])[CH2:7]2)[CH2:5][CH2:4][CH2:3][CH2:2]1.C1C[O:37]CC1.C[N+]1([O-])CCOCC1.[OH2:47], predict the reaction product. The product is: [N:1]1([C@@H:6]2[CH2:10][CH2:9][N:8]([C:11]3[CH:16]=[CH:15][C:14]([N:17]4[CH:26]=[CH:25][C:24]5[C:19](=[CH:20][CH:21]=[C:22]([C@@H:27]([OH:37])[C@@H:28]([OH:47])[CH2:29][CH2:30][CH3:31])[CH:23]=5)[C:18]4=[O:32])=[CH:13][C:12]=3[F:33])[CH2:7]2)[CH2:2][CH2:3][CH2:4][CH2:5]1. (3) Given the reactants [NH2:1][C@@H:2]1[CH2:7][CH2:6][CH2:5][N:4]([C:8]2[N:9]([CH2:21][C:22]3[CH:29]=[CH:28][CH:27]=[CH:26][C:23]=3[C:24]#[N:25])[C:10](=[O:20])[C:11]([C:14]#[C:15][Si](C)(C)C)=[CH:12][N:13]=2)[CH2:3]1.CCCC[N+](CCCC)(CCCC)CCCC.[F-], predict the reaction product. The product is: [NH2:1][C@@H:2]1[CH2:7][CH2:6][CH2:5][N:4]([C:8]2[N:9]([CH2:21][C:22]3[CH:29]=[CH:28][CH:27]=[CH:26][C:23]=3[C:24]#[N:25])[C:10](=[O:20])[C:11]([C:14]#[CH:15])=[CH:12][N:13]=2)[CH2:3]1. (4) Given the reactants [CH3:1][C:2]1[CH:3]=[C:4]2[C:9](=[CH:10][CH:11]=1)[NH:8][C:7](=[O:12])[CH:6]=[CH:5]2.[H-].[Na+].Br[CH2:16][CH2:17][CH2:18]Cl.C([O-])([O-])=O.[K+].[K+].[CH2:26]([CH:30]1[CH2:35][CH2:34][NH:33][CH2:32][CH2:31]1)[CH2:27][CH2:28][CH3:29], predict the reaction product. The product is: [CH2:26]([CH:30]1[CH2:35][CH2:34][N:33]([CH2:16][CH2:17][CH2:18][N:8]2[C:9]3[C:4](=[CH:3][C:2]([CH3:1])=[CH:11][CH:10]=3)[CH:5]=[CH:6][C:7]2=[O:12])[CH2:32][CH2:31]1)[CH2:27][CH2:28][CH3:29]. (5) The product is: [Cl:1][C:2]1[CH:3]=[CH:4][C:5]([C:8]2[C:12]([CH2:13][O:14][C:15]3[CH:23]=[CH:22][C:18]([C:19]([NH:48][C:49]([CH3:53])([CH3:52])[CH2:50][OH:51])=[O:21])=[CH:17][N:16]=3)=[C:11]([CH3:24])[O:10][N:9]=2)=[CH:6][CH:7]=1. Given the reactants [Cl:1][C:2]1[CH:7]=[CH:6][C:5]([C:8]2[C:12]([CH2:13][O:14][C:15]3[CH:23]=[CH:22][C:18]([C:19]([OH:21])=O)=[CH:17][N:16]=3)=[C:11]([CH3:24])[O:10][N:9]=2)=[CH:4][CH:3]=1.CC1ON=C(C2C=CC=CC=2)C=1COC1C=CC(C(O)=O)=CN=1.[NH2:48][C:49]([CH3:53])([CH3:52])[CH2:50][OH:51], predict the reaction product. (6) The product is: [F:23][C:20]1[CH:21]=[CH:22][C:17]([O:16][C:13]2[CH:14]=[CH:15][C:10]([CH2:9][CH2:8][NH2:7])=[CH:11][CH:12]=2)=[CH:18][CH:19]=1. Given the reactants C(OC(=O)[NH:7][CH2:8][CH2:9][C:10]1[CH:15]=[CH:14][C:13]([O:16][C:17]2[CH:22]=[CH:21][C:20]([F:23])=[CH:19][CH:18]=2)=[CH:12][CH:11]=1)(C)(C)C.C(O)(C(F)(F)F)=O, predict the reaction product.